From a dataset of Reaction yield outcomes from USPTO patents with 853,638 reactions. Predict the reaction yield, written as a fraction of the theoretical maximum amount of product (1.0 means a 100% yield; for example, 0.34 means a 34% yield). (1) The reactants are [O:1]=[C:2]1[CH2:8][CH2:7][CH2:6][CH2:5][CH:4]([NH:9][C:10](=[O:16])[O:11][C:12]([CH3:15])([CH3:14])[CH3:13])[CH2:3]1.[BH4-].[Na+]. The catalyst is CO.O. The product is [OH:1][CH:2]1[CH2:8][CH2:7][CH2:6][CH2:5][CH:4]([NH:9][C:10](=[O:16])[O:11][C:12]([CH3:14])([CH3:13])[CH3:15])[CH2:3]1. The yield is 0.673. (2) The reactants are C[O:2][C:3](=[O:32])[CH2:4][CH2:5][CH2:6][N:7]1[CH2:11][CH2:10][CH2:9][C@H:8]1[CH2:12][O:13][C:14]1[CH:19]=[CH:18][C:17]([CH2:20][C:21]2[CH:26]=[CH:25][C:24]([C:27]3[CH:31]=[CH:30][S:29][CH:28]=3)=[CH:23][CH:22]=2)=[CH:16][CH:15]=1.[OH-].[Na+:34]. The catalyst is CO. The product is [Na+:34].[S:29]1[CH:30]=[CH:31][C:27]([C:24]2[CH:23]=[CH:22][C:21]([CH2:20][C:17]3[CH:18]=[CH:19][C:14]([O:13][CH2:12][C@@H:8]4[CH2:9][CH2:10][CH2:11][N:7]4[CH2:6][CH2:5][CH2:4][C:3]([O-:32])=[O:2])=[CH:15][CH:16]=3)=[CH:26][CH:25]=2)=[CH:28]1. The yield is 0.680.